From a dataset of Reaction yield outcomes from USPTO patents with 853,638 reactions. Predict the reaction yield, written as a fraction of the theoretical maximum amount of product (1.0 means a 100% yield; for example, 0.34 means a 34% yield). The reactants are [NH:1]1[CH2:5][CH2:4][CH2:3][CH2:2]1.[OH:6][C:7]1[CH:14]=[C:13]([F:15])[C:10]([CH:11]=O)=[C:9]([Cl:16])[CH:8]=1.C(O[BH-](OC(=O)C)OC(=O)C)(=O)C.[Na+].Cl. The catalyst is ClCCl.O. The product is [Cl:16][C:9]1[CH:8]=[C:7]([OH:6])[CH:14]=[C:13]([F:15])[C:10]=1[CH2:11][N:1]1[CH2:5][CH2:4][CH2:3][CH2:2]1. The yield is 0.710.